Dataset: Forward reaction prediction with 1.9M reactions from USPTO patents (1976-2016). Task: Predict the product of the given reaction. (1) Given the reactants Cl[CH2:2][CH2:3][CH2:4][CH2:5][N:6]1[C:14]2[CH2:13][CH2:12][CH2:11][C:10](=[O:15])[C:9]=2[CH:8]=[CH:7]1.[I-].[Na+].[Cl:18][C:19]1[CH:20]=[C:21]([N:26]2[CH2:31][CH2:30][NH:29][CH2:28][CH2:27]2)[CH:22]=[CH:23][C:24]=1[Cl:25].C(=O)([O-])[O-].[K+].[K+], predict the reaction product. The product is: [Cl:18][C:19]1[CH:20]=[C:21]([N:26]2[CH2:31][CH2:30][N:29]([CH2:2][CH2:3][CH2:4][CH2:5][N:6]3[C:14]4[CH2:13][CH2:12][CH2:11][C:10](=[O:15])[C:9]=4[CH:8]=[CH:7]3)[CH2:28][CH2:27]2)[CH:22]=[CH:23][C:24]=1[Cl:25]. (2) Given the reactants [CH2:1]([O:8][C:9](=[O:16])[NH:10][C@@H:11]([C:13](=[O:15])[CH3:14])[CH3:12])[C:2]1[CH:7]=[CH:6][CH:5]=[CH:4][CH:3]=1.CO.[BH4-].[Na+], predict the reaction product. The product is: [CH2:1]([O:8][C:9](=[O:16])[NH:10][C@@H:11]([CH:13]([OH:15])[CH3:14])[CH3:12])[C:2]1[CH:7]=[CH:6][CH:5]=[CH:4][CH:3]=1. (3) Given the reactants [H-].[Na+].[CH3:3][C:4]([O:7][C:8]([NH:10][C@H:11]([C:15]([OH:17])=[O:16])[CH2:12][CH2:13][OH:14])=[O:9])([CH3:6])[CH3:5].[CH2:18](Br)[CH:19]=[CH2:20], predict the reaction product. The product is: [CH2:20]([O:14][CH2:13][CH2:12][C@H:11]([NH:10][C:8]([O:7][C:4]([CH3:3])([CH3:5])[CH3:6])=[O:9])[C:15]([OH:17])=[O:16])[CH:19]=[CH2:18]. (4) Given the reactants N12CCCN=C1CCCCC2.[CH2:12]([O:14][C:15](=[O:25])[CH2:16]P(OCC)(OCC)=O)[CH3:13].[Cl-].[Li+].[F:28][C:29]([F:39])([F:38])[CH2:30][CH2:31][CH2:32][CH2:33][CH2:34][CH2:35][CH:36]=O, predict the reaction product. The product is: [CH2:12]([O:14][C:15](=[O:25])/[CH:16]=[CH:36]/[CH2:35][CH2:34][CH2:33][CH2:32][CH2:31][CH2:30][C:29]([F:28])([F:38])[F:39])[CH3:13]. (5) The product is: [C:1]([C:4]1[CH:11]=[C:8]2[C:7](=[C:6]([F:20])[C:5]=1[F:21])[N:12]1[CH2:17][C@@H:16]([CH3:18])[O:15][C@@H:14]([CH3:19])[C@@H:13]1[C:28]1([C:26](=[O:27])[NH:25][C:23](=[O:24])[NH:22][C:29]1=[O:30])[CH2:9]2)(=[O:3])[CH3:2]. Given the reactants [C:1]([C:4]1[C:5]([F:21])=[C:6]([F:20])[C:7]([N:12]2[CH2:17][C@H:16]([CH3:18])[O:15][C@H:14]([CH3:19])[CH2:13]2)=[C:8]([CH:11]=1)[CH:9]=O)(=[O:3])[CH3:2].[NH:22]1[C:29](=[O:30])[CH2:28][C:26](=[O:27])[NH:25][C:23]1=[O:24], predict the reaction product. (6) Given the reactants [CH:1]1([C:7](Cl)=[O:8])[CH2:6][CH2:5][CH2:4][CH2:3][CH2:2]1.[NH:10]1[C:18]2[C:13](=[C:14]([N:19]3[CH2:24][CH2:23][N:22]([CH2:25][CH:26]4[CH2:35][CH2:34][C:33]5[C:28](=[CH:29][CH:30]=[CH:31][CH:32]=5)[NH:27]4)[CH2:21][CH2:20]3)[CH:15]=[CH:16][CH:17]=2)[CH:12]=[CH:11]1, predict the reaction product. The product is: [CH:1]1([C:7]([N:27]2[C:28]3[C:33](=[CH:32][CH:31]=[CH:30][CH:29]=3)[CH2:34][CH2:35][CH:26]2[CH2:25][N:22]2[CH2:21][CH2:20][N:19]([C:14]3[CH:15]=[CH:16][CH:17]=[C:18]4[C:13]=3[CH:12]=[CH:11][NH:10]4)[CH2:24][CH2:23]2)=[O:8])[CH2:6][CH2:5][CH2:4][CH2:3][CH2:2]1. (7) Given the reactants CC1(C)C(C)(C)OB([C:9]2[CH:14]=[CH:13][C:12]([C:15]3[S:16][CH:17]=[CH:18][C:19]=3[NH:20][S:21]([CH:24]([CH3:26])[CH3:25])(=[O:23])=[O:22])=[CH:11][CH:10]=2)O1.C(=O)([O-])[O-].[Na+].[Na+].Br[C:35]1[CH:40]=[CH:39][C:38]([CH2:41][CH2:42][OH:43])=[CH:37][CH:36]=1, predict the reaction product. The product is: [OH:43][CH2:42][CH2:41][C:38]1[CH:39]=[CH:40][C:35]([C:9]2[CH:10]=[CH:11][C:12]([C:15]3[S:16][CH:17]=[CH:18][C:19]=3[NH:20][S:21]([CH:24]([CH3:25])[CH3:26])(=[O:22])=[O:23])=[CH:13][CH:14]=2)=[CH:36][CH:37]=1. (8) Given the reactants [F:1][C:2]1[CH:7]=[C:6]([C:8]2[C:9]3[C:10]4[CH:24]=[CH:23][S:22][C:11]=4[C:12](=[O:21])[NH:13][C:14]=3[C:15]([CH3:20])=[CH:16][C:17]=2[O:18][CH3:19])[CH:5]=[CH:4][C:3]=1[C@@H:25]([CH3:36])[CH2:26][N:27](C)[C:28](=O)OC(C)(C)C.[ClH:37], predict the reaction product. The product is: [ClH:37].[F:1][C:2]1[CH:7]=[C:6]([C:8]2[C:9]3[C:10]4[CH:24]=[CH:23][S:22][C:11]=4[C:12](=[O:21])[NH:13][C:14]=3[C:15]([CH3:20])=[CH:16][C:17]=2[O:18][CH3:19])[CH:5]=[CH:4][C:3]=1[C@@H:25]([CH3:36])[CH2:26][NH:27][CH3:28]. (9) Given the reactants [NH2:1][C:2]1[CH:7]=[CH:6][C:5]([CH2:8][C:9]([NH:11][CH2:12][CH2:13][CH2:14][OH:15])=[O:10])=[CH:4][CH:3]=1.C1C(=O)N([Br:23])C(=O)C1, predict the reaction product. The product is: [NH2:1][C:2]1[CH:3]=[CH:4][C:5]([CH2:8][C:9]([NH:11][CH2:12][CH2:13][CH2:14][OH:15])=[O:10])=[CH:6][C:7]=1[Br:23].